Dataset: Forward reaction prediction with 1.9M reactions from USPTO patents (1976-2016). Task: Predict the product of the given reaction. Given the reactants [Cl:1][C:2]1[CH:10]=[CH:9][C:5]([C:6]([OH:8])=O)=[CH:4][C:3]=1[C:11]1[O:12][C:13]([CH:16]=[C:17]2[S:21][C:20](=[S:22])[NH:19][C:18]2=[O:23])=[CH:14][CH:15]=1.CN(C(ON1N=NC2C=CC=CC1=2)=[N+](C)C)C.F[P-](F)(F)(F)(F)F.CCN(C(C)C)C(C)C.[CH2:57]([N:59]([CH2:63][CH3:64])[CH2:60][CH2:61][NH2:62])[CH3:58], predict the reaction product. The product is: [Cl:1][C:2]1[CH:10]=[CH:9][C:5]([C:6]([NH:62][CH2:61][CH2:60][N:59]([CH2:63][CH3:64])[CH2:57][CH3:58])=[O:8])=[CH:4][C:3]=1[C:11]1[O:12][C:13]([CH:16]=[C:17]2[S:21][C:20](=[S:22])[NH:19][C:18]2=[O:23])=[CH:14][CH:15]=1.